From a dataset of Reaction yield outcomes from USPTO patents with 853,638 reactions. Predict the reaction yield, written as a fraction of the theoretical maximum amount of product (1.0 means a 100% yield; for example, 0.34 means a 34% yield). (1) The reactants are [F:1][CH:2]([F:32])[O:3][C:4]1[CH:5]=[C:6]2[C:10](=[CH:11][CH:12]=1)[N:9]([CH2:13]CCN(C)C)[N:8]=[C:7]2[Sn](CCCC)(CCCC)CCCC.Br[C:34]1[N:39]=[C:38]2[C:40]([C:43]([NH:45][CH:46]([CH3:48])[CH3:47])=[O:44])=[CH:41][NH:42][C:37]2=[N:36][CH:35]=1. The catalyst is CN(C=O)C.[Cu]I.C1C=CC([P]([Pd]([P](C2C=CC=CC=2)(C2C=CC=CC=2)C2C=CC=CC=2)([P](C2C=CC=CC=2)(C2C=CC=CC=2)C2C=CC=CC=2)[P](C2C=CC=CC=2)(C2C=CC=CC=2)C2C=CC=CC=2)(C2C=CC=CC=2)C2C=CC=CC=2)=CC=1. The product is [F:32][CH:2]([F:1])[O:3][C:4]1[CH:5]=[C:6]2[C:10](=[CH:11][CH:12]=1)[N:9]([CH3:13])[N:8]=[C:7]2[C:34]1[N:39]=[C:38]2[C:40]([C:43]([NH:45][CH:46]([CH3:48])[CH3:47])=[O:44])=[CH:41][NH:42][C:37]2=[N:36][CH:35]=1. The yield is 0.0900. (2) The reactants are [Cl:1][C:2]1[CH:3]=[C:4]([C:8]2[C:16]3[O:15][CH:14]([CH2:17][NH2:18])[CH2:13][C:12]=3[CH:11]=[CH:10][CH:9]=2)[CH:5]=[CH:6][CH:7]=1.C(N(C(C)C)CC)(C)C.Cl[C:29]([O:31][CH2:32][C:33]1[CH:38]=[CH:37][CH:36]=[CH:35][CH:34]=1)=[O:30]. No catalyst specified. The product is [CH2:32]([O:31][C:29](=[O:30])[NH:18][CH2:17][CH:14]1[CH2:13][C:12]2[CH:11]=[CH:10][CH:9]=[C:8]([C:4]3[CH:5]=[CH:6][CH:7]=[C:2]([Cl:1])[CH:3]=3)[C:16]=2[O:15]1)[C:33]1[CH:38]=[CH:37][CH:36]=[CH:35][CH:34]=1. The yield is 0.750. (3) The reactants are [Si]([O:8][CH2:9][C:10]1([NH:15][C:16](=[O:22])[O:17][C:18]([CH3:21])([CH3:20])[CH3:19])[CH2:13][CH:12]([OH:14])[CH2:11]1)(C(C)(C)C)(C)C.[CH3:23]N(C1C2C(N(C)C)=CC=CC=2C=CC=1)C.C[O+](C)C. The catalyst is C(Cl)Cl.[Cl-].[Na+].O. The product is [OH:8][CH2:9][C:10]1([NH:15][C:16](=[O:22])[O:17][C:18]([CH3:21])([CH3:20])[CH3:19])[CH2:13][CH:12]([O:14][CH3:23])[CH2:11]1. The yield is 0.720. (4) The reactants are [Br:1][C:2]1[CH:11]=[CH:10][CH:9]=[C:8]2[C:3]=1[CH:4]=[C:5]([S:13]([C:16]1[CH:21]=[CH:20][C:19]([F:22])=[CH:18][CH:17]=1)(=[O:15])=[O:14])[N:6]=[C:7]2Cl.[CH3:23][C:24]1[NH:28][N:27]=[C:26]([NH2:29])[CH:25]=1. The catalyst is CN1CCCC1=O. The product is [Br:1][C:2]1[CH:11]=[CH:10][CH:9]=[C:8]2[C:3]=1[CH:4]=[C:5]([S:13]([C:16]1[CH:21]=[CH:20][C:19]([F:22])=[CH:18][CH:17]=1)(=[O:15])=[O:14])[N:6]=[C:7]2[NH:29][C:26]1[CH:25]=[C:24]([CH3:23])[NH:28][N:27]=1. The yield is 0.250. (5) The reactants are ClC1C=C(C=C(Cl)C=1N1C=C2C=NC=C(Cl)C2=N1)C#N.[N:21]([C:24]1[C:29]([Br:30])=[CH:28][N:27]=[CH:26][C:25]=1/[CH:31]=[N:32]/[C:33]1[C:40]([Cl:41])=[CH:39][C:36]([C:37]#[N:38])=[CH:35][C:34]=1[Cl:42])=[N+]=[N-]. The catalyst is C1(C)C=CC=CC=1. The product is [Br:30][C:29]1[C:24]2[C:25](=[CH:31][N:32]([C:33]3[C:40]([Cl:41])=[CH:39][C:36]([C:37]#[N:38])=[CH:35][C:34]=3[Cl:42])[N:21]=2)[CH:26]=[N:27][CH:28]=1. The yield is 0.700. (6) The reactants are [CH2:1]([O:8][C:9]([NH:11][CH2:12][CH2:13][CH2:14][CH2:15][CH2:16][C:17]([OH:19])=[O:18])=[O:10])[C:2]1[CH:7]=[CH:6][CH:5]=[CH:4][CH:3]=1.S(Cl)(Cl)=O.[CH3:24]O. No catalyst specified. The product is [CH3:24][O:18][C:17](=[O:19])[CH2:16][CH2:15][CH2:14][CH2:13][CH2:12][NH:11][C:9]([O:8][CH2:1][C:2]1[CH:3]=[CH:4][CH:5]=[CH:6][CH:7]=1)=[O:10]. The yield is 0.580. (7) The reactants are [CH3:1][NH:2][C:3](=[O:20])[C@H:4]([CH2:16][CH:17]([CH3:19])[CH3:18])[NH:5]C(OCC1C=CC=CC=1)=O.[H][H]. The catalyst is [Pd].CO. The product is [CH3:1][NH:2][C:3](=[O:20])[C@H:4]([CH2:16][CH:17]([CH3:19])[CH3:18])[NH2:5]. The yield is 1.00.